This data is from Full USPTO retrosynthesis dataset with 1.9M reactions from patents (1976-2016). The task is: Predict the reactants needed to synthesize the given product. (1) The reactants are: CC(C1C=C(C(C)C)C(C2C=CC=CC=2P(C2CCCCC2)C2CCCCC2)=C(C(C)C)C=1)C.C(=O)([O-])[O-].[Cs+].[Cs+].Cl[C:42]1[C:47]2[CH:48]=[C:49]([C:51]([O:53][CH2:54][CH3:55])=[O:52])[O:50][C:46]=2[CH:45]=[CH:44][CH:43]=1.[CH2:56]([N:63]1[CH2:68][CH2:67][NH:66][CH2:65][CH2:64]1)[C:57]1[CH:62]=[CH:61][CH:60]=[CH:59][CH:58]=1. Given the product [CH2:56]([N:63]1[CH2:68][CH2:67][N:66]([C:42]2[C:47]3[CH:48]=[C:49]([C:51]([O:53][CH2:54][CH3:55])=[O:52])[O:50][C:46]=3[CH:45]=[CH:44][CH:43]=2)[CH2:65][CH2:64]1)[C:57]1[CH:58]=[CH:59][CH:60]=[CH:61][CH:62]=1, predict the reactants needed to synthesize it. (2) Given the product [CH:10]([N:13]1[CH2:18][CH2:17][CH:16]([NH:19][S:20]([CH2:23][CH2:24][NH:25][C:7]([C:5]2[S:6][C:2]([CH3:1])=[CH:3][CH:4]=2)=[O:9])(=[O:21])=[O:22])[CH2:15][CH2:14]1)([CH3:12])[CH3:11], predict the reactants needed to synthesize it. The reactants are: [CH3:1][C:2]1[S:6][C:5]([C:7]([OH:9])=O)=[CH:4][CH:3]=1.[CH:10]([N:13]1[CH2:18][CH2:17][CH:16]([NH:19][S:20]([CH2:23][CH2:24][NH2:25])(=[O:22])=[O:21])[CH2:15][CH2:14]1)([CH3:12])[CH3:11]. (3) Given the product [CH:48]1([C:2]2[N:3]=[CH:4][C:5]([NH:8][C@H:9]3[CH2:13][CH2:12][CH2:11][C@@H:10]3[NH:14][C:15](=[O:27])[C:16]3[CH:21]=[CH:20][CH:19]=[CH:18][C:17]=3[N:22]3[N:26]=[CH:25][CH:24]=[N:23]3)=[N:6][CH:7]=2)[CH2:43][CH2:42]1, predict the reactants needed to synthesize it. The reactants are: Br[C:2]1[N:3]=[CH:4][C:5]([NH:8][C@H:9]2[CH2:13][CH2:12][CH2:11][C@@H:10]2[NH:14][C:15](=[O:27])[C:16]2[CH:21]=[CH:20][CH:19]=[CH:18][C:17]=2[N:22]2[N:26]=[CH:25][CH:24]=[N:23]2)=[N:6][CH:7]=1.ClC1N=CC(N[C@H]2CCC[C@@H]2N[C:42](=O)[C:43]2[CH:48]=CC=CC=2N2N=CC=N2)=NC=1.C1(B(O)O)CC1.C(=O)([O-])[O-].[Na+].[Na+]. (4) Given the product [Cl:2][C:3]1[C:8]([Cl:9])=[CH:7][CH:6]=[CH:5][C:4]=1[CH2:10][NH:11][C:12]1[S:13][CH2:14][CH2:15][N:16]=1, predict the reactants needed to synthesize it. The reactants are: Cl.[Cl:2][C:3]1[C:8]([Cl:9])=[CH:7][CH:6]=[CH:5][C:4]=1[CH2:10][NH:11][C:12]1[S:13][CH2:14][CH2:15][N:16]=1.[OH-].[Na+].